Dataset: Full USPTO retrosynthesis dataset with 1.9M reactions from patents (1976-2016). Task: Predict the reactants needed to synthesize the given product. Given the product [CH3:9][C:6]1[C:5]2[CH:24]=[CH:25][C:2]([N:1]3[CH2:31][CH2:30][O:29][CH2:26][CH2:27]3)=[CH:3][C:4]=2[O:8][N:7]=1, predict the reactants needed to synthesize it. The reactants are: [NH2:1][C:2]1[CH:25]=[CH:24][C:5]2[C:6]([CH2:9]CC3CCN(CC4C=CC=CC=4)CC3)=[N:7][O:8][C:4]=2[CH:3]=1.[CH2:26]([O:29][CH2:30][CH2:31]Br)[CH2:27]Br.C(N(C(C)C)CC)(C)C.